Predict the reactants needed to synthesize the given product. From a dataset of Full USPTO retrosynthesis dataset with 1.9M reactions from patents (1976-2016). (1) Given the product [ClH:1].[Cl:35][C:36]1[CH:44]=[C:43]([CH:45]([NH:47][C:48]2[CH:53]=[C:52]([N:59]3[CH2:64][CH2:63][NH:62][CH2:61][CH2:60]3)[CH:51]=[CH:50][C:49]=2[S:55]([CH3:58])(=[O:57])=[O:56])[CH3:46])[C:39]2[O:40][CH2:41][O:42][C:38]=2[CH:37]=1, predict the reactants needed to synthesize it. The reactants are: [Cl:1]C1C=C(C(N)C)C2OCOC=2C=1.FC1C=C(F)C=CC=1S(C)(=O)=O.C(N(C(C)C)CC)(C)C.[Cl:35][C:36]1[CH:44]=[C:43]([CH:45]([NH:47][C:48]2[CH:53]=[C:52](F)[CH:51]=[CH:50][C:49]=2[S:55]([CH3:58])(=[O:57])=[O:56])[CH3:46])[C:39]2[O:40][CH2:41][O:42][C:38]=2[CH:37]=1.[NH:59]1[CH2:64][CH2:63][NH:62][CH2:61][CH2:60]1. (2) The reactants are: C[O:2][C:3]([C:5]1[CH:6]=[N:7][C:8]([NH:11][C:12]([C:14]2[CH:19]=[C:18]([O:20][C@@H:21]([CH3:25])[CH2:22][O:23][CH3:24])[CH:17]=[C:16]([O:26][C:27]3[CH:36]=[CH:35][C:30]4[O:31][CH2:32][CH2:33][O:34][C:29]=4[CH:28]=3)[CH:15]=2)=[O:13])=[CH:9][CH:10]=1)=[O:4].O.[OH-].[Li+]. Given the product [O:31]1[C:30]2[CH:35]=[CH:36][C:27]([O:26][C:16]3[CH:15]=[C:14]([C:12]([NH:11][C:8]4[N:7]=[CH:6][C:5]([C:3]([OH:4])=[O:2])=[CH:10][CH:9]=4)=[O:13])[CH:19]=[C:18]([O:20][C@@H:21]([CH3:25])[CH2:22][O:23][CH3:24])[CH:17]=3)=[CH:28][C:29]=2[O:34][CH2:33][CH2:32]1, predict the reactants needed to synthesize it. (3) Given the product [CH3:16][C:6]1[CH:5]=[C:4]([C:17]2[CH:22]=[CH:21][CH:20]=[C:19]([CH2:23][OH:24])[CH:18]=2)[CH:3]=[C:2]([CH3:1])[C:7]=1[O:8][CH2:9][CH2:10][CH2:11][S:12]([CH3:15])(=[O:14])=[O:13], predict the reactants needed to synthesize it. The reactants are: [CH3:1][C:2]1[CH:3]=[C:4]([C:17]2[CH:22]=[CH:21][CH:20]=[C:19]([CH:23]=[O:24])[CH:18]=2)[CH:5]=[C:6]([CH3:16])[C:7]=1[O:8][CH2:9][CH2:10][CH2:11][S:12]([CH3:15])(=[O:14])=[O:13].[BH4-].[Na+]. (4) Given the product [CH3:24][O:23][CH2:22][CH2:21][N:14]1[C:15]2=[N:16][CH:17]=[CH:18][CH:19]=[C:20]2[C:12]([N:16]2[CH2:17][CH2:18][CH2:19][CH2:20][CH2:15]2)=[CH:13]1, predict the reactants needed to synthesize it. The reactants are: C(OC(N1CCC([C:12]2[C:20]3[C:15](=[N:16][CH:17]=[CH:18][CH:19]=3)[N:14]([CH2:21][CH2:22][O:23][CH3:24])[CH:13]=2)CC1)=O)C.[OH-].[K+]. (5) Given the product [C:19]([O:18][C@H:15]1[CH2:16][CH2:17][C@@H:12]([C:10](=[O:11])[NH:9][CH2:8][C:3]2[C:2]([Cl:1])=[N:7][CH:6]=[CH:5][N:4]=2)[CH2:13][CH2:14]1)(=[O:21])[CH3:20], predict the reactants needed to synthesize it. The reactants are: [Cl:1][C:2]1[C:3]([CH2:8][NH:9][C:10]([C@H:12]2[CH2:17][CH2:16][C@@H:15]([OH:18])[CH2:14][CH2:13]2)=[O:11])=[N:4][CH:5]=[CH:6][N:7]=1.[C:19](OC(=O)C)(=[O:21])[CH3:20]. (6) The reactants are: [CH3:1][O:2][C:3]1[CH:4]=[C:5]2[C:10](=[CH:11][C:12]=1[O:13][CH3:14])[CH2:9][N:8](C[N:8]1[CH2:7][CH2:6][C:5]3[C:10](=[CH:11][C:12]([O:13][CH3:14])=[C:3]([O:2][CH3:1])[CH:4]=3)[CH2:9]1)[CH2:7][CH2:6]2.[ClH:30]. Given the product [ClH:30].[CH3:1][O:2][C:3]1[CH:4]=[C:5]2[C:10](=[CH:11][C:12]=1[O:13][CH3:14])[CH2:9][NH:8][CH2:7][CH2:6]2, predict the reactants needed to synthesize it. (7) Given the product [OH:22][C@@H:21]1[C@H:20]([OH:24])[C@@H:19]([O:26][CH3:27])[C:18]([CH3:29])([CH3:28])[O:17][C@H:16]1[O:15][C:14]1[C:13]([CH3:30])=[C:12]2[C:7]([CH:8]=[C:9]([NH:32][C:33]([C:55]3[NH:54][C:62]4[C:57]([CH:56]=3)=[CH:58][CH:59]=[CH:60][CH:61]=4)=[O:34])[C:10](=[O:31])[O:11]2)=[CH:6][C:5]=1[O:4][CH:1]([CH3:2])[CH3:3], predict the reactants needed to synthesize it. The reactants are: [CH:1]([O:4][C:5]1[CH:6]=[C:7]2[C:12](=[C:13]([CH3:30])[C:14]=1[O:15][C@H:16]1[C@@H:21]3[O:22]C(=O)[O:24][C@@H:20]3[C@@H:19]([O:26][CH3:27])[C:18]([CH3:29])([CH3:28])[O:17]1)[O:11][C:10](=[O:31])[C:9]([NH:32][C:33](=O)[O:34]CC1C=CC=CC=1)=[CH:8]2)([CH3:3])[CH3:2].CCN=C=NCCCN(C)C.[NH:54]1[C:62]2[C:57](=[CH:58][CH:59]=[CH:60][CH:61]=2)[CH:56]=[C:55]1C(O)=O.C(=O)([O-])[O-]. (8) Given the product [Cl:1][C:2]1[CH:3]=[CH:4][C:5]([CH2:6][S:7][C:8]2[CH:13]=[N:12][N:11]([C:24]3[CH:25]=[CH:26][C:21]([O:20][CH2:19][C:18]([OH:17])([CH3:33])[CH3:32])=[C:22]([O:30][CH3:31])[CH:23]=3)[C:10](=[O:14])[CH:9]=2)=[CH:15][CH:16]=1, predict the reactants needed to synthesize it. The reactants are: [Cl:1][C:2]1[CH:16]=[CH:15][C:5]([CH2:6][S:7][C:8]2[CH:13]=[N:12][NH:11][C:10](=[O:14])[CH:9]=2)=[CH:4][CH:3]=1.[OH:17][C:18]([CH3:33])([CH3:32])[CH2:19][O:20][C:21]1[CH:26]=[CH:25][C:24](B(O)O)=[CH:23][C:22]=1[O:30][CH3:31].N1C=CC=CC=1.Cl. (9) Given the product [CH3:10][C:8]1[N:9]=[C:5]([NH:4][C:1](=[O:3])[CH3:2])[S:6][C:7]=1[C:12]1[N:17]=[N:16][C:15]([NH:18][S:19]([C:22]2[CH:23]=[CH:24][CH:25]=[CH:26][CH:27]=2)(=[O:20])=[O:21])=[CH:14][CH:13]=1, predict the reactants needed to synthesize it. The reactants are: [C:1]([NH:4][C:5]1[S:6][CH:7]=[C:8]([CH3:10])[N:9]=1)(=[O:3])[CH3:2].Cl[C:12]1[N:17]=[N:16][C:15]([NH:18][S:19]([C:22]2[CH:27]=[CH:26][CH:25]=[CH:24][CH:23]=2)(=[O:21])=[O:20])=[CH:14][CH:13]=1.C(=O)([O-])[O-].[K+].[K+]. (10) Given the product [CH3:17][C:16]([CH3:19])([CH3:18])[CH2:15][C:14]([NH:13][C:8]1[C:9]([CH3:12])=[C:10]([CH3:11])[C:5]2[O:4][C:3]([CH3:21])([CH3:22])[CH:2]([C:23]3[CH:28]=[CH:27][CH:26]=[CH:25][C:24]=3[CH3:29])[C:6]=2[CH:7]=1)=[O:20], predict the reactants needed to synthesize it. The reactants are: O[C:2]1([C:23]2[CH:28]=[CH:27][CH:26]=[CH:25][C:24]=2[CH3:29])[C:6]2[CH:7]=[C:8]([NH:13][C:14](=[O:20])[CH2:15][C:16]([CH3:19])([CH3:18])[CH3:17])[C:9]([CH3:12])=[C:10]([CH3:11])[C:5]=2[O:4][C:3]1([CH3:22])[CH3:21].C([SiH](CC)CC)C.O.